This data is from Reaction yield outcomes from USPTO patents with 853,638 reactions. The task is: Predict the reaction yield, written as a fraction of the theoretical maximum amount of product (1.0 means a 100% yield; for example, 0.34 means a 34% yield). (1) The reactants are [Cl:1][C:2]1[CH:3]=[CH:4][C:5]2[O:11][CH2:10][CH:9]3[CH2:12][N:13](C(OC(C)(C)C)=O)[CH2:14][CH2:15][N:8]3[C:7](=[O:23])[C:6]=2[N:24]=1.C(OCC)(=O)C.Cl. No catalyst specified. The product is [ClH:1].[Cl:1][C:2]1[CH:3]=[CH:4][C:5]2[O:11][CH2:10][CH:9]3[CH2:12][NH:13][CH2:14][CH2:15][N:8]3[C:7](=[O:23])[C:6]=2[N:24]=1. The yield is 0.853. (2) The reactants are Cl[C:2]1[CH:7]=[CH:6][C:5]([N+:8]([O-:10])=[O:9])=[CH:4][C:3]=1[S:11]([NH2:14])(=[O:13])=[O:12].[CH2:15]([NH2:22])[C:16]1[CH:21]=[CH:20][CH:19]=[CH:18][CH:17]=1.C(N(C(C)C)CC)(C)C.O. The catalyst is C(#N)C. The product is [CH2:15]([NH:22][C:2]1[CH:7]=[CH:6][C:5]([N+:8]([O-:10])=[O:9])=[CH:4][C:3]=1[S:11]([NH2:14])(=[O:13])=[O:12])[C:16]1[CH:21]=[CH:20][CH:19]=[CH:18][CH:17]=1. The yield is 0.833. (3) The reactants are Br[CH:2]([CH3:9])[C:3](=O)[C:4]([O:6][CH3:7])=[O:5].[CH:10]1([N:13]([CH:35]2[CH2:37][CH2:36]2)[C:14]([C:16]2[N:32]([CH2:33][CH3:34])[C:19]3=[N:20][C:21]([NH:28][C:29]([NH2:31])=[S:30])=[C:22]4[N:26]=[CH:25][N:24]([CH3:27])[C:23]4=[C:18]3[CH:17]=2)=[O:15])[CH2:12][CH2:11]1. The catalyst is CCO. The product is [CH:35]1([N:13]([CH:10]2[CH2:11][CH2:12]2)[C:14]([C:16]2[N:32]([CH2:33][CH3:34])[C:19]3=[N:20][C:21]([NH:28][C:29]4[S:30][C:2]([CH3:9])=[C:3]([C:4]([O:6][CH3:7])=[O:5])[N:31]=4)=[C:22]4[N:26]=[CH:25][N:24]([CH3:27])[C:23]4=[C:18]3[CH:17]=2)=[O:15])[CH2:36][CH2:37]1. The yield is 0.700. (4) The reactants are O1C2C=CC=C[C:4]=2[CH:3]=N1.[OH:10][C:11]1[C:15]2[CH:16]=[CH:17][C:18]([O:20][CH3:21])=[CH:19][C:14]=2[O:13][N:12]=1.C(O)C.C1(P(C2C=CC=CC=2)C2C=CC=CC=2)C=CC=CC=1.CC(OC(/N=N/C(OC(C)C)=O)=O)C. The catalyst is C1COCC1. The product is [CH2:3]([O:10][C:11]1[C:15]2[CH:16]=[CH:17][C:18]([O:20][CH3:21])=[CH:19][C:14]=2[O:13][N:12]=1)[CH3:4]. The yield is 0.440. (5) The reactants are C(N)C1C=CC=CC=1.[N:9]1[CH:14]=[CH:13][CH:12]=[C:11]([CH2:15][NH2:16])[CH:10]=1.[F:17][C:18]1[CH:40]=[CH:39][C:21]([CH2:22][N:23]2[CH2:27][CH2:26][N:25]([C:28]3[CH:29]=[C:30]([CH:35]=[CH:36][N:37]=3)[C:31](OC)=[O:32])[C:24]2=[O:38])=[CH:20][CH:19]=1. No catalyst specified. The product is [F:17][C:18]1[CH:19]=[CH:20][C:21]([CH2:22][N:23]2[CH2:27][CH2:26][N:25]([C:28]3[CH:29]=[C:30]([CH:35]=[CH:36][N:37]=3)[C:31]([NH:16][CH2:15][C:11]3[CH:10]=[N:9][CH:14]=[CH:13][CH:12]=3)=[O:32])[C:24]2=[O:38])=[CH:39][CH:40]=1. The yield is 0.390. (6) The reactants are Cl[CH2:2][CH2:3][CH2:4][N:5]1[C:10]2[CH:11]=[CH:12][C:13]([CH3:15])=[CH:14][C:9]=2[O:8][CH2:7][C:6]1=[O:16].C([O-])([O-])=O.[K+].[K+].[Na+].[I-].[CH2:25]([CH:29]1[CH2:34][CH2:33][NH:32][CH2:31][CH2:30]1)[CH2:26][CH2:27][CH3:28]. The catalyst is CCCCCCC.CCOC(C)=O. The product is [CH2:25]([CH:29]1[CH2:34][CH2:33][N:32]([CH2:2][CH2:3][CH2:4][N:5]2[C:10]3[CH:11]=[CH:12][C:13]([CH3:15])=[CH:14][C:9]=3[O:8][CH2:7][C:6]2=[O:16])[CH2:31][CH2:30]1)[CH2:26][CH2:27][CH3:28]. The yield is 0.790. (7) The reactants are [Cl:1][C:2]1[CH:29]=[CH:28][C:5]2[NH:6][C:7](=[O:27])[CH:8]([CH2:19][C:20]3[CH:25]=[CH:24][CH:23]=[CH:22][C:21]=3[CH3:26])[N:9]=[C:10]([C:11]3[CH:16]=[CH:15][C:14]([O:17]C)=[CH:13][CH:12]=3)[C:4]=2[CH:3]=1.CCS.[Al](Br)(Br)Br. The catalyst is C(Br)Br. The product is [Cl:1][C:2]1[CH:29]=[CH:28][C:5]2[NH:6][C:7](=[O:27])[CH:8]([CH2:19][C:20]3[CH:25]=[CH:24][CH:23]=[CH:22][C:21]=3[CH3:26])[N:9]=[C:10]([C:11]3[CH:16]=[CH:15][C:14]([OH:17])=[CH:13][CH:12]=3)[C:4]=2[CH:3]=1. The yield is 0.800. (8) The reactants are [C:1]([C:3]1[C:4]([I:17])=[C:5]([C:12]([O:14][CH2:15][CH3:16])=[O:13])[S:6][C:7]=1S(C)(=O)=O)#[N:2].O1CCOCC1.[NH:24]1[CH2:29][CH2:28][O:27][CH2:26][CH2:25]1. The catalyst is O. The product is [C:1]([C:3]1[C:4]([I:17])=[C:5]([C:12]([O:14][CH2:15][CH3:16])=[O:13])[S:6][C:7]=1[N:24]1[CH2:29][CH2:28][O:27][CH2:26][CH2:25]1)#[N:2]. The yield is 0.820.